This data is from Reaction yield outcomes from USPTO patents with 853,638 reactions. The task is: Predict the reaction yield, written as a fraction of the theoretical maximum amount of product (1.0 means a 100% yield; for example, 0.34 means a 34% yield). (1) The reactants are [CH3:1]C(C)=O.[C:5]([NH:13][C:14]1[CH:15]=[C:16]([CH:20]=[CH:21][CH:22]=1)[C:17]([OH:19])=[O:18])(=[O:12])[C:6]1[CH:11]=[CH:10][CH:9]=[CH:8][CH:7]=1.[OH-].[K+].S(OC)(OC)(=O)=O. The catalyst is C(OCC)(=O)C.O. The product is [C:5]([N:13]([C:14]1[CH:15]=[C:16]([CH:20]=[CH:21][CH:22]=1)[C:17]([OH:19])=[O:18])[CH3:1])(=[O:12])[C:6]1[CH:7]=[CH:8][CH:9]=[CH:10][CH:11]=1. The yield is 0.720. (2) The reactants are [N:1]1[CH:6]=[CH:5][C:4]([CH2:7][CH2:8][CH2:9][N:10]2C(=O)C3=CC=CC=C3C2=O)=[CH:3][CH:2]=1.O.NN. The catalyst is CO. The product is [NH2:10][CH2:9][CH2:8][CH2:7][C:4]1[CH:5]=[CH:6][N:1]=[CH:2][CH:3]=1. The yield is 0.600. (3) The reactants are [O:1]1[CH2:6][CH2:5][O:4][CH2:3][C@@H:2]1[CH2:7][S:8][C:9]([CH3:16])([CH3:15])[C:10]([O:12]CC)=[O:11].O.[OH-].[Li+]. The catalyst is O1CCOCC1.O. The product is [O:1]1[CH2:6][CH2:5][O:4][CH2:3][C@@H:2]1[CH2:7][S:8][C:9]([CH3:16])([CH3:15])[C:10]([OH:12])=[O:11]. The yield is 0.860. (4) The reactants are [Cl:1][C:2]1[CH:3]=[C:4]2[C:9](=[CH:10][CH:11]=1)[N:8]=[C:7]([CH:12]1[CH2:14][CH2:13]1)[C:6]([C:15]([O:17]C)=[O:16])=[C:5]2[C:19]1[CH:24]=[CH:23][CH:22]=[C:21]([Cl:25])[CH:20]=1.[OH-].[Na+]. The catalyst is C(O)C. The product is [Cl:1][C:2]1[CH:3]=[C:4]2[C:9](=[CH:10][CH:11]=1)[N:8]=[C:7]([CH:12]1[CH2:14][CH2:13]1)[C:6]([C:15]([OH:17])=[O:16])=[C:5]2[C:19]1[CH:24]=[CH:23][CH:22]=[C:21]([Cl:25])[CH:20]=1. The yield is 0.740.